This data is from Full USPTO retrosynthesis dataset with 1.9M reactions from patents (1976-2016). The task is: Predict the reactants needed to synthesize the given product. (1) Given the product [Cl:1][C:2]1[CH:3]=[CH:4][C:5]([CH2:6][N:7]2[CH:8]=[C:9]([CH2:14][OH:15])[CH:10]=[CH:11][C:12]2=[O:13])=[CH:16][CH:17]=1, predict the reactants needed to synthesize it. The reactants are: [Cl:1][C:2]1[CH:17]=[CH:16][C:5]([CH2:6][N:7]2[C:12](=[O:13])[CH:11]=[CH:10][C:9]([CH:14]=[O:15])=[CH:8]2)=[CH:4][CH:3]=1.CC(C[AlH]CC(C)C)C.CCOC(C)=O. (2) The reactants are: [Br:1][C:2]1[CH:7]=[C:6]([F:8])[CH:5]=[CH:4][C:3]=1[OH:9].[CH:10]1([CH2:13]O)[CH2:12][CH2:11]1.C1(P(C2C=CC=CC=2)C2C=CC=CC=2)C=CC=CC=1.CC(OC(/N=N/C(OC(C)C)=O)=O)C. Given the product [Br:1][C:2]1[CH:7]=[C:6]([F:8])[CH:5]=[CH:4][C:3]=1[O:9][CH2:13][CH:10]1[CH2:12][CH2:11]1, predict the reactants needed to synthesize it.